From a dataset of Full USPTO retrosynthesis dataset with 1.9M reactions from patents (1976-2016). Predict the reactants needed to synthesize the given product. (1) Given the product [F:18][C:13]1[CH:12]=[C:11]([N:8]2[CH:7]=[N:6][C:5]3[C:9]2=[N:10][C:2]([NH:20][C@@H:21]2[CH2:25][CH2:24][C@@H:23]([C:26]([OH:28])=[O:27])[CH2:22]2)=[N:3][CH:4]=3)[CH:16]=[CH:15][C:14]=1[I:17], predict the reactants needed to synthesize it. The reactants are: Cl[C:2]1[N:10]=[C:9]2[C:5]([N:6]=[CH:7][N:8]2[C:11]2[CH:16]=[CH:15][C:14]([I:17])=[C:13]([F:18])[CH:12]=2)=[CH:4][N:3]=1.Cl.[NH2:20][C@@H:21]1[CH2:25][CH2:24][C@@H:23]([C:26]([OH:28])=[O:27])[CH2:22]1.C(N(C(C)C)C(C)C)C. (2) The reactants are: [CH2:1]([C:3]1[S:21][C:6]2[NH:7][C:8](=[O:20])[N:9]([C:12]3[N:13]=[N:14][C:15]([O:18][CH3:19])=[CH:16][CH:17]=3)[C:10](=[O:11])[C:5]=2[CH:4]=1)[CH3:2].Br[CH2:23][C:24]1[CH:29]=[CH:28][C:27]([C:30]2[CH:35]=[CH:34][CH:33]=[CH:32][C:31]=2[C:36]2[N:40]=[C:39](C(Cl)(Cl)Cl)[O:38][N:37]=2)=[CH:26][CH:25]=1.C(=O)([O-])[O-:46].[K+].[K+].CN(C)C=O. Given the product [CH2:1]([C:3]1[S:21][C:6]2[N:7]([CH2:23][C:24]3[CH:29]=[CH:28][C:27]([C:30]4[CH:35]=[CH:34][CH:33]=[CH:32][C:31]=4[C:36]4[NH:40][C:39](=[O:46])[O:38][N:37]=4)=[CH:26][CH:25]=3)[C:8](=[O:20])[N:9]([C:12]3[N:13]=[N:14][C:15]([O:18][CH3:19])=[CH:16][CH:17]=3)[C:10](=[O:11])[C:5]=2[CH:4]=1)[CH3:2], predict the reactants needed to synthesize it. (3) Given the product [C:13]([C:9]1[CH:8]=[C:7]([O:6][C:5]2[CH:16]=[CH:17][C:2]([NH:1][C:33]([C:20]3[C:19](=[O:18])[N:23]([C:24]4[CH:25]=[CH:26][CH:27]=[CH:28][CH:29]=4)[N:22]4[CH2:30][CH2:31][CH2:32][C:21]=34)=[O:34])=[CH:3][CH:4]=2)[CH:12]=[CH:11][N:10]=1)(=[O:14])[NH2:15], predict the reactants needed to synthesize it. The reactants are: [NH2:1][C:2]1[CH:17]=[CH:16][C:5]([O:6][C:7]2[CH:12]=[CH:11][N:10]=[C:9]([C:13]([NH2:15])=[O:14])[CH:8]=2)=[CH:4][CH:3]=1.[O:18]=[C:19]1[N:23]([C:24]2[CH:29]=[CH:28][CH:27]=[CH:26][CH:25]=2)[N:22]2[CH2:30][CH2:31][CH2:32][C:21]2=[C:20]1[C:33](O)=[O:34].C1C=NC2N(O)N=NC=2C=1.CCN=C=NCCCN(C)C.